From a dataset of Catalyst prediction with 721,799 reactions and 888 catalyst types from USPTO. Predict which catalyst facilitates the given reaction. (1) Reactant: [NH:1]1[CH2:6][CH2:5][CH:4]([CH2:7][CH2:8][C:9]2[N:14]=[C:13]([NH2:15])[CH:12]=[CH:11][CH:10]=2)[CH2:3][CH2:2]1.[C:16](O[C:16]([O:18][C:19]([CH3:22])([CH3:21])[CH3:20])=[O:17])([O:18][C:19]([CH3:22])([CH3:21])[CH3:20])=[O:17].C(N(CC)CC)C.O. Product: [NH2:15][C:13]1[N:14]=[C:9]([CH2:8][CH2:7][CH:4]2[CH2:3][CH2:2][N:1]([C:16]([O:18][C:19]([CH3:22])([CH3:21])[CH3:20])=[O:17])[CH2:6][CH2:5]2)[CH:10]=[CH:11][CH:12]=1. The catalyst class is: 4. (2) Reactant: [C:1]([O:5][C:6]([N:8]1[CH2:12][C:11](=O)[CH2:10][C@H:9]1[C:14]([N:16]1[CH2:20][CH2:19][S:18][CH2:17]1)=[O:15])=[O:7])([CH3:4])([CH3:3])[CH3:2].C1(P(=[CH:40][C:41]([O:43][CH3:44])=[O:42])(C2C=CC=CC=2)C2C=CC=CC=2)C=CC=CC=1. Product: [C:1]([O:5][C:6]([N:8]1[CH2:12][C:11](=[CH:40][C:41]([O:43][CH3:44])=[O:42])[CH2:10][C@H:9]1[C:14]([N:16]1[CH2:20][CH2:19][S:18][CH2:17]1)=[O:15])=[O:7])([CH3:4])([CH3:3])[CH3:2]. The catalyst class is: 4. (3) Reactant: Cl.Cl[N:3]1[CH:12]=[CH:11][C:10]2[C:5](=[CH:6][CH:7]=[CH:8][CH:9]=2)[CH2:4]1.[C:13]([C:17]1[CH:23]=[CH:22][C:20]([NH2:21])=[CH:19][CH:18]=1)([CH3:16])([CH3:15])[CH3:14]. Product: [C:13]([C:17]1[CH:18]=[CH:19][C:20]([NH:21][C:4]2[C:5]3[C:10](=[CH:9][CH:8]=[CH:7][CH:6]=3)[CH:11]=[CH:12][N:3]=2)=[CH:22][CH:23]=1)([CH3:16])([CH3:14])[CH3:15]. The catalyst class is: 51. (4) Reactant: F[B-](F)(F)F.N1(OC(N(C)C)=[N+](C)C)C2C=CC=CC=2N=N1.O.ON1C2C=CC=CC=2N=N1.[C:34]([O:38][C:39]([N:41]1[CH2:46][CH2:45][C:44]2([CH2:51][CH2:50][CH:49]([C:52]([OH:54])=O)[CH2:48][CH2:47]2)[CH2:43][CH2:42]1)=[O:40])([CH3:37])([CH3:36])[CH3:35].[CH3:55][N:56]1[CH2:61][CH2:60][NH:59][CH2:58][CH2:57]1.C(N(C(C)C)C(C)C)C. Product: [CH3:55][N:56]1[CH2:61][CH2:60][N:59]([C:52]([CH:49]2[CH2:48][CH2:47][C:44]3([CH2:43][CH2:42][N:41]([C:39]([O:38][C:34]([CH3:37])([CH3:35])[CH3:36])=[O:40])[CH2:46][CH2:45]3)[CH2:51][CH2:50]2)=[O:54])[CH2:58][CH2:57]1. The catalyst class is: 7. (5) Reactant: [OH:1]CC(CO)O.[P:7](=[O:11])([OH:10])([OH:9])[OH:8].[NH4+].[NH4+].[O-:14][W:15]([O-])(=[O:17])=[O:16]. Product: [OH2:1].[OH:9][P:7]([OH:11])([OH:10])=[O:8].[O:14]=[W:15](=[O:17])=[O:16].[O:14]=[W:15](=[O:17])=[O:16].[O:14]=[W:15](=[O:17])=[O:16].[O:14]=[W:15](=[O:17])=[O:16].[O:14]=[W:15](=[O:17])=[O:16].[O:14]=[W:15](=[O:17])=[O:16].[O:14]=[W:15](=[O:17])=[O:16].[O:14]=[W:15](=[O:17])=[O:16].[O:14]=[W:15](=[O:17])=[O:16].[O:14]=[W:15](=[O:17])=[O:16].[O:14]=[W:15](=[O:17])=[O:16].[O:14]=[W:15](=[O:17])=[O:16]. The catalyst class is: 6.